The task is: Predict the product of the given reaction.. This data is from Forward reaction prediction with 1.9M reactions from USPTO patents (1976-2016). (1) Given the reactants FC(F)(F)C(O)=O.[CH3:8][C@H:9]([O:13][C:14]1[NH:15][C:16]([NH2:25])=[C:17]2[C:21]([N:22]=1)=[N:20][C:19]([O:23][CH3:24])=[N:18]2)[CH2:10][CH2:11][CH3:12].Br[CH2:27][CH2:28][CH:29]1[CH2:34][CH2:33][CH2:32][CH2:31][O:30]1, predict the reaction product. The product is: [CH3:8][C@H:9]([O:13][C:14]1[N:22]=[C:21]2[C:17]([N:18]=[C:19]([O:23][CH3:24])[N:20]2[CH2:27][CH2:28][CH:29]2[CH2:34][CH2:33][CH2:32][CH2:31][O:30]2)=[C:16]([NH2:25])[N:15]=1)[CH2:10][CH2:11][CH3:12]. (2) Given the reactants [CH3:1][O:2][C:3](=[O:13])[CH2:4][C:5]1[CH:10]=[CH:9][C:8](Cl)=[CH:7][C:6]=1[F:12].C1(P(C2CCCCC2)C2C=CC=CC=2C2C(OC)=CC=CC=2OC)CCCCC1.P([O-])([O-])([O-])=O.[K+].[K+].[K+].[CH2:51]([C:53]([C:72]1[CH:77]=[CH:76][C:75](/[CH:78]=[CH:79]/[C:80]([C:86]([F:89])([F:88])[F:87])([OH:85])[C:81]([F:84])([F:83])[F:82])=[C:74]([CH3:90])[CH:73]=1)([C:56]1[CH:61]=[CH:60][C:59](B2OC(C)(C)C(C)(C)O2)=[C:58]([CH3:71])[CH:57]=1)[CH2:54][CH3:55])[CH3:52], predict the reaction product. The product is: [CH3:1][O:2][C:3](=[O:13])[CH2:4][C:5]1[CH:10]=[CH:9][C:8]([C:59]2[CH:60]=[CH:61][C:56]([C:53]([CH2:54][CH3:55])([C:72]3[CH:77]=[CH:76][C:75](/[CH:78]=[CH:79]/[C:80]([OH:85])([C:86]([F:88])([F:89])[F:87])[C:81]([F:84])([F:83])[F:82])=[C:74]([CH3:90])[CH:73]=3)[CH2:51][CH3:52])=[CH:57][C:58]=2[CH3:71])=[CH:7][C:6]=1[F:12]. (3) Given the reactants C(OC([N:8]([C:16]1[C:21]([C:22]#[CH:23])=[N:20][C:19]([C:24]2[CH:29]=[CH:28][C:27]([S:30]([CH:33]([CH3:35])[CH3:34])(=[O:32])=[O:31])=[CH:26][CH:25]=2)=[CH:18][N:17]=1)C(=O)OC(C)(C)C)=O)(C)(C)C.[C:36](Cl)(=[O:43])[C:37]1[CH:42]=[CH:41][CH:40]=[CH:39][CH:38]=1.C1(P(C2C=CC=CC=2)C2C=CC=CC=2)C=CC=CC=1.C(O)(C(F)(F)F)=O, predict the reaction product. The product is: [NH2:8][C:16]1[C:21]([C:22]#[C:23][C:36]([C:37]2[CH:42]=[CH:41][CH:40]=[CH:39][CH:38]=2)=[O:43])=[N:20][C:19]([C:24]2[CH:29]=[CH:28][C:27]([S:30]([CH:33]([CH3:34])[CH3:35])(=[O:32])=[O:31])=[CH:26][CH:25]=2)=[CH:18][N:17]=1. (4) Given the reactants [Cl:1][C:2]1[CH:7]=[CH:6][C:5]([C:8](=O)[CH2:9][C:10](=O)[CH2:11][CH2:12][CH2:13][OH:14])=[CH:4][CH:3]=1.[C:17]([NH:21][NH2:22])([CH3:20])([CH3:19])[CH3:18].Cl.C(N(CC)CC)C, predict the reaction product. The product is: [C:17]([N:21]1[C:8]([C:5]2[CH:6]=[CH:7][C:2]([Cl:1])=[CH:3][CH:4]=2)=[CH:9][C:10]([CH2:11][CH2:12][CH2:13][OH:14])=[N:22]1)([CH3:20])([CH3:19])[CH3:18].